This data is from Catalyst prediction with 721,799 reactions and 888 catalyst types from USPTO. The task is: Predict which catalyst facilitates the given reaction. The catalyst class is: 18. Product: [Cl:11][C:9]1[C:8]([F:12])=[CH:7][C:6](/[CH:13]=[CH:14]/[C:15]([N:31]2[CH:29]3[CH2:28][CH2:27][CH:26]2[CH2:25][N:24]([CH2:23][C:22]2[CH:32]=[CH:33][C:19]([F:18])=[CH:20][CH:21]=2)[CH2:30]3)=[O:17])=[C:5]([NH:4][C:1](=[O:3])[CH3:2])[CH:10]=1. Reactant: [C:1]([NH:4][C:5]1[CH:10]=[C:9]([Cl:11])[C:8]([F:12])=[CH:7][C:6]=1/[CH:13]=[CH:14]/[C:15]([OH:17])=O)(=[O:3])[CH3:2].[F:18][C:19]1[CH:33]=[CH:32][C:22]([CH2:23][N:24]2[CH2:30][CH:29]3[NH:31][CH:26]([CH2:27][CH2:28]3)[CH2:25]2)=[CH:21][CH:20]=1.CCN=C=NCCCN(C)C.Cl.OC1C2N=NNC=2C=CC=1.